Dataset: Forward reaction prediction with 1.9M reactions from USPTO patents (1976-2016). Task: Predict the product of the given reaction. (1) Given the reactants [C:1]([O:5][C:6]([NH:8][CH2:9][CH2:10][CH2:11][O:12][C:13]1[CH:21]=[C:20]([O:22][CH3:23])[CH:19]=[CH:18][C:14]=1[C:15]([OH:17])=O)=[O:7])([CH3:4])([CH3:3])[CH3:2].C(Cl)(=O)C(Cl)=O.[CH3:30][O:31][C:32]1[CH:47]=[CH:46][C:35]([C:36]([NH:38][C:39]2[CH:40]=[N:41][CH:42]=[CH:43][C:44]=2[NH2:45])=[O:37])=[CH:34][CH:33]=1.N1C=CC=CC=1, predict the reaction product. The product is: [C:1]([O:5][C:6]([NH:8][CH2:9][CH2:10][CH2:11][O:12][C:13]1[CH:21]=[C:20]([O:22][CH3:23])[CH:19]=[CH:18][C:14]=1[C:15]([NH:45][C:44]1[CH:43]=[CH:42][N:41]=[CH:40][C:39]=1[NH:38][C:36](=[O:37])[C:35]1[CH:34]=[CH:33][C:32]([O:31][CH3:30])=[CH:47][CH:46]=1)=[O:17])=[O:7])([CH3:2])([CH3:3])[CH3:4]. (2) Given the reactants [F:1][C:2]1[C:3]([OH:11])=[N:4][CH:5]=[C:6]([N+:8]([O-:10])=[O:9])[CH:7]=1.[C:12]([O-])([O-])=O.[K+].[K+].CI, predict the reaction product. The product is: [F:1][C:2]1[C:3](=[O:11])[N:4]([CH3:12])[CH:5]=[C:6]([N+:8]([O-:10])=[O:9])[CH:7]=1. (3) Given the reactants [OH:1][C:2]1[CH:7]=[CH:6][C:5]([OH:8])=[CH:4][C:3]=1[CH:9]1[NH:13][CH:12]([C:14]([OH:16])=[O:15])[CH2:11][S:10]1.[C:17](Cl)(=[O:19])[CH3:18], predict the reaction product. The product is: [C:17]([N:13]1[CH:12]([C:14]([OH:16])=[O:15])[CH2:11][S:10][CH:9]1[C:3]1[CH:4]=[C:5]([O:8][C:2](=[O:1])[CH3:3])[CH:6]=[CH:7][C:2]=1[O:1][C:5](=[O:8])[CH3:4])(=[O:19])[CH3:18]. (4) Given the reactants [NH2:1][C:2]1[C:11]2[C:6](=[C:7](Br)[CH:8]=[CH:9][CH:10]=2)[N:5]=[N:4][C:3]=1[C:13]([NH:15][CH2:16][CH2:17][CH3:18])=[O:14].[F:19][C:20]1[CH:21]=[CH:22][C:23]([CH3:29])=[C:24](B(O)O)[CH:25]=1, predict the reaction product. The product is: [NH2:1][C:2]1[C:11]2[C:6](=[C:7]([C:22]3[CH:21]=[C:20]([F:19])[CH:25]=[CH:24][C:23]=3[CH3:29])[CH:8]=[CH:9][CH:10]=2)[N:5]=[N:4][C:3]=1[C:13]([NH:15][CH2:16][CH2:17][CH3:18])=[O:14]. (5) The product is: [Cl:8][C:5]1[CH:6]=[CH:7][C:2]([CH:39]=[O:40])=[C:3]([N:9]2[CH:13]=[CH:12][C:11]([CH3:14])=[N:10]2)[CH:4]=1. Given the reactants Br[C:2]1[CH:7]=[CH:6][C:5]([Cl:8])=[CH:4][C:3]=1[N:9]1[CH:13]=[CH:12][C:11]([CH3:14])=[N:10]1.BrC1C=CC(Cl)=CC=1N1C(C)=CC=N1.C([Mg]Cl)(C)C.C=O.CN([CH:39]=[O:40])C, predict the reaction product. (6) Given the reactants N1C2C(=CC=CC=2)C(C)=[CH:2]1.N1C2C(=CC=CC=2)C(CC#N)=C1.C1N=C(N)C2N=CN([C@@H]3O[C@H](COP(OP(OC[C@H]4O[C@@H:51]([N:53]5[CH:58]=[C:57]([C:59](N)=O)[CH2:56][CH:55]=[CH:54]5)[C@H:50](O)[C@@H:49]4[OH:63])(O)=O)(O)=O)[C@@H](O)[C@H]3O)C=2N=1.C1N=C(N)C2N=CN([C@@H]3O[C@H](COP(OP(OC[C@H]4[O:96][C@@H:95]([N:97]5[CH:102]=[C:101](C(N)=O)[CH2:100][CH:99]=[CH:98]5)[C@H:94]([OH:106])[C@@H:93]4O)(O)=O)(O)=O)[C@@H](O)[C@H]3OP(O)(O)=O)C=2N=1.C(SCC=C)C=C.C1C(Cl)=CC2NC(OC=2C=1)=O.CC(C(C1C=CC=NC=1)=O)(C1C=CC=NC=1)C, predict the reaction product. The product is: [OH:63][C:49]1[CH:50]=[C:51]2[C:56]([C:57]([CH3:59])=[CH:58][NH:53]2)=[CH:55][CH:54]=1.[OH:106][C:94]1([CH3:93])[C:101]2[C:102](=[CH:2][CH:98]=[CH:99][CH:100]=2)[NH:97][C:95]1=[O:96]. (7) Given the reactants [CH2:1]([O:3][C:4]([C:6]1[NH:7][C:8]([CH3:12])=[CH:9][C:10]=1[CH3:11])=[O:5])[CH3:2].[CH3:13][N:14]1[CH2:19][CH2:18][C:17](=O)[CH2:16][CH2:15]1, predict the reaction product. The product is: [CH2:1]([O:3][C:4]([C:6]1[NH:7][C:8]([CH3:12])=[C:9]([C:17]2[CH2:18][CH2:19][N:14]([CH3:13])[CH2:15][CH:16]=2)[C:10]=1[CH3:11])=[O:5])[CH3:2]. (8) Given the reactants [OH:1][C:2]1[CH:16]=[CH:15][C:5]([CH2:6][NH:7][C:8](=[O:14])[O:9][C:10]([CH3:13])([CH3:12])[CH3:11])=[CH:4][C:3]=1[O:17][CH3:18].C(=O)([O-])[O-].[K+].[K+].Cl.Cl[CH2:27][C:28]1[CH:29]=[CH:30][C:31]([CH:34]([F:36])[F:35])=[N:32][CH:33]=1, predict the reaction product. The product is: [F:35][CH:34]([F:36])[C:31]1[N:32]=[CH:33][C:28]([CH2:27][O:1][C:2]2[CH:16]=[CH:15][C:5]([CH2:6][NH:7][C:8](=[O:14])[O:9][C:10]([CH3:13])([CH3:12])[CH3:11])=[CH:4][C:3]=2[O:17][CH3:18])=[CH:29][CH:30]=1. (9) Given the reactants [CH3:1][C:2]1[N:6]([CH2:7][C:8]2[CH:13]=[CH:12][CH:11]=[C:10]([C:14]([F:17])([F:16])[F:15])[C:9]=2[CH3:18])[C:5]2[CH:19]=[C:20]([N:26]3[CH2:31][CH2:30][O:29][CH2:28][CH2:27]3)[CH:21]=[C:22]([C:23]([OH:25])=[O:24])[C:4]=2[N:3]=1.[NH2:32][C:33]([CH2:38][OH:39])([CH2:36][OH:37])[CH2:34][OH:35], predict the reaction product. The product is: [NH2:32][C:33]([CH2:38][OH:39])([CH2:36][OH:37])[CH2:34][OH:35].[CH3:1][C:2]1[N:6]([CH2:7][C:8]2[CH:13]=[CH:12][CH:11]=[C:10]([C:14]([F:16])([F:15])[F:17])[C:9]=2[CH3:18])[C:5]2[CH:19]=[C:20]([N:26]3[CH2:27][CH2:28][O:29][CH2:30][CH2:31]3)[CH:21]=[C:22]([C:23]([OH:25])=[O:24])[C:4]=2[N:3]=1.